From a dataset of Forward reaction prediction with 1.9M reactions from USPTO patents (1976-2016). Predict the product of the given reaction. (1) Given the reactants C(OC([NH:8][C@H:9]1[CH2:14][CH2:13][C@H:12]([N:15]([CH2:28][CH3:29])[C:16]2[C:17]([CH3:27])=[C:18]([CH:23]=[C:24]([Cl:26])[CH:25]=2)[C:19]([O:21][CH3:22])=[O:20])[CH2:11][CH2:10]1)=O)(C)(C)C.C(O)(C(F)(F)F)=O.C(=O)(O)[O-].[Na+], predict the reaction product. The product is: [NH2:8][C@H:9]1[CH2:14][CH2:13][C@H:12]([N:15]([CH2:28][CH3:29])[C:16]2[C:17]([CH3:27])=[C:18]([CH:23]=[C:24]([Cl:26])[CH:25]=2)[C:19]([O:21][CH3:22])=[O:20])[CH2:11][CH2:10]1. (2) Given the reactants C([O:3][C:4]([C:6]1[N:7]=[C:8]([NH:11][C:12](=[O:28])[CH:13]([C:20]2[CH:25]=[CH:24][C:23]([Cl:26])=[C:22]([Cl:27])[CH:21]=2)[CH2:14][CH:15]2[CH2:19][CH2:18][CH2:17][CH2:16]2)[S:9][CH:10]=1)=[O:5])C.[OH-].[Na+], predict the reaction product. The product is: [CH:15]1([CH2:14][CH:13]([C:20]2[CH:25]=[CH:24][C:23]([Cl:26])=[C:22]([Cl:27])[CH:21]=2)[C:12]([NH:11][C:8]2[S:9][CH:10]=[C:6]([C:4]([OH:5])=[O:3])[N:7]=2)=[O:28])[CH2:19][CH2:18][CH2:17][CH2:16]1. (3) Given the reactants [CH:1]([C:3]1[C:11]2[C:6](=[C:7]([C:12]([O:14][CH3:15])=[O:13])[CH:8]=[CH:9][CH:10]=2)[NH:5][CH:4]=1)=O.Cl.[OH:17][NH3+:18], predict the reaction product. The product is: [OH:17][N:18]=[CH:1][C:3]1[C:11]2[C:6](=[C:7]([C:12]([O:14][CH3:15])=[O:13])[CH:8]=[CH:9][CH:10]=2)[NH:5][CH:4]=1. (4) Given the reactants Cl[CH2:2][C:3]1[CH:28]=[CH:27][C:6]([O:7][CH2:8][C:9]2[N:10]=[C:11]([C:15]3[CH:20]=[CH:19][C:18]([CH2:21][C:22]([O:24][CH2:25][CH3:26])=[O:23])=[CH:17][CH:16]=3)[O:12][C:13]=2[CH3:14])=[C:5]([O:29][CH3:30])[CH:4]=1.[OH:31][C:32]1[C:36](/[CH:37]=[CH:38]/[C:39]2[N:40]=[C:41]([N:45]3[CH2:50][CH2:49][N:48]([C:51]([O:53][C:54]([CH3:57])([CH3:56])[CH3:55])=[O:52])[CH2:47][CH2:46]3)[S:42][C:43]=2[CH3:44])=[CH:35][N:34]([C:58]2[CH:63]=[CH:62][CH:61]=[CH:60][CH:59]=2)[N:33]=1.C(=O)([O-])[O-].[K+].[K+].CN(C)C=O, predict the reaction product. The product is: [CH2:25]([O:24][C:22](=[O:23])[CH2:21][C:18]1[CH:17]=[CH:16][C:15]([C:11]2[O:12][C:13]([CH3:14])=[C:9]([CH2:8][O:7][C:6]3[CH:27]=[CH:28][C:3]([CH2:2][O:31][C:32]4[C:36](/[CH:37]=[CH:38]/[C:39]5[N:40]=[C:41]([N:45]6[CH2:50][CH2:49][N:48]([C:51]([O:53][C:54]([CH3:57])([CH3:56])[CH3:55])=[O:52])[CH2:47][CH2:46]6)[S:42][C:43]=5[CH3:44])=[CH:35][N:34]([C:58]5[CH:59]=[CH:60][CH:61]=[CH:62][CH:63]=5)[N:33]=4)=[CH:4][C:5]=3[O:29][CH3:30])[N:10]=2)=[CH:20][CH:19]=1)[CH3:26]. (5) Given the reactants [CH3:1][C:2]1[C:7]([CH:8]([S:18]([C:21]2[CH:26]=[CH:25][C:24]([O:27][C:28]([F:31])([F:30])[F:29])=[CH:23][CH:22]=2)(=[O:20])=[O:19])[C:9]2[C:14]([F:15])=[CH:13][CH:12]=[C:11]([F:16])[C:10]=2[F:17])=[CH:6][N:5]=[C:4]([C:32]([NH2:34])=[O:33])[CH:3]=1.C=O.[OH-].[Na+].[C:39](OCC)(=[O:41])C, predict the reaction product. The product is: [OH:41][CH2:39][NH:34][C:32]([C:4]1[CH:3]=[C:2]([CH3:1])[C:7]([CH:8]([S:18]([C:21]2[CH:22]=[CH:23][C:24]([O:27][C:28]([F:31])([F:29])[F:30])=[CH:25][CH:26]=2)(=[O:20])=[O:19])[C:9]2[C:14]([F:15])=[CH:13][CH:12]=[C:11]([F:16])[C:10]=2[F:17])=[CH:6][N:5]=1)=[O:33].